The task is: Predict which catalyst facilitates the given reaction.. This data is from Catalyst prediction with 721,799 reactions and 888 catalyst types from USPTO. (1) Reactant: [NH2:1][C:2]1[C:7]2=[CH:8][CH:9]=[C:10]([C@@:11]3([C:44]#[N:45])[C@@H:15]4[O:16]C(C)(C)[O:18][C@@H:14]4[C@@H:13]([CH2:21][O:22][P@@:23]([NH:32][C@@H:33]([CH3:43])[C:34]([O:36][CH2:37][CH:38]([CH2:41][CH3:42])[CH2:39][CH3:40])=[O:35])([O:25][C:26]4[CH:31]=[CH:30][CH:29]=[CH:28][CH:27]=4)=[O:24])[O:12]3)[N:6]2[N:5]=[CH:4][N:3]=1. Product: [NH2:1][C:2]1[C:7]2=[CH:8][CH:9]=[C:10]([C@:11]3([C:44]#[N:45])[O:12][C@H:13]([CH2:21][O:22][P@@:23]([NH:32][C@@H:33]([CH3:43])[C:34]([O:36][CH2:37][CH:38]([CH2:39][CH3:40])[CH2:41][CH3:42])=[O:35])([O:25][C:26]4[CH:27]=[CH:28][CH:29]=[CH:30][CH:31]=4)=[O:24])[C@@H:14]([OH:18])[C@H:15]3[OH:16])[N:6]2[N:5]=[CH:4][N:3]=1. The catalyst class is: 106. (2) Reactant: [Br:1][C:2]1[CH:3]=[CH:4][C:5]([Cl:19])=[C:6]([CH2:8][C:9]2[S:13][C:12]3[CH:14]=[C:15]([OH:18])[CH:16]=[CH:17][C:11]=3[CH:10]=2)[CH:7]=1.Cl[C:21]([F:27])([F:26])C(OC)=O.C(=O)([O-])[O-].[K+].[K+].Cl. Product: [Br:1][C:2]1[CH:3]=[CH:4][C:5]([Cl:19])=[C:6]([CH2:8][C:9]2[S:13][C:12]3[CH:14]=[C:15]([O:18][CH:21]([F:27])[F:26])[CH:16]=[CH:17][C:11]=3[CH:10]=2)[CH:7]=1. The catalyst class is: 9. (3) Reactant: [CH3:1][O:2][C:3]([C:5]1[C:10]([N+:11]([O-:13])=[O:12])=[CH:9][C:8]([O:14][CH2:15][CH2:16][NH:17][CH2:18][CH2:19][O:20][C:21]2[CH:26]=[C:25]([N+:27]([O-:29])=[O:28])[C:24]([C:30]([O:32][CH3:33])=[O:31])=[CH:23][C:22]=2[O:34][CH3:35])=[C:7]([O:36][CH3:37])[CH:6]=1)=[O:4].C([O-])(O)=O.[Na+].[O:43](C(OC(C)(C)C)=O)[C:44]([O:46][C:47]([CH3:50])([CH3:49])[CH3:48])=O. Product: [C:47]([O:46][C:44]([N:17]([CH2:18][CH2:19][O:20][C:21]1[CH:26]=[C:25]([N+:27]([O-:29])=[O:28])[C:24]([C:30]([O:32][CH3:33])=[O:31])=[CH:23][C:22]=1[O:34][CH3:35])[CH2:16][CH2:15][O:14][C:8]1[CH:9]=[C:10]([N+:11]([O-:13])=[O:12])[C:5]([C:3]([O:2][CH3:1])=[O:4])=[CH:6][C:7]=1[O:36][CH3:37])=[O:43])([CH3:50])([CH3:49])[CH3:48]. The catalyst class is: 1. (4) Reactant: [O:1]1[CH2:5][CH2:4][C:3](=O)[CH2:2]1.[CH2:7]([NH2:11])[CH2:8][CH2:9][CH3:10].[S-:12][C:13]#[N:14].[K+].II. Product: [CH2:7]([N:11]1[C:3]2[CH2:2][O:1][CH2:5][C:4]=2[S:12][C:13]1=[NH:14])[CH2:8][CH2:9][CH3:10]. The catalyst class is: 10. (5) The catalyst class is: 1. Reactant: [CH3:1][C:2]1([CH3:36])[C:11]([C:13]2[S:14][C:15]([C:18]3[CH:23]=[C:22]([NH:24][C:25]4[N:30]=[C:29]([C:31]([F:34])([F:33])[F:32])[CH:28]=[CH:27][N:26]=4)[CH:21]=[C:20]([CH3:35])[CH:19]=3)=[CH:16][N:17]=2)([OH:12])[CH2:10][CH2:9][CH2:8][C:3]21OCC[O:4]2.Cl.C(=O)(O)[O-].[Na+]. Product: [OH:12][C:11]1([C:13]2[S:14][C:15]([C:18]3[CH:23]=[C:22]([NH:24][C:25]4[N:30]=[C:29]([C:31]([F:33])([F:34])[F:32])[CH:28]=[CH:27][N:26]=4)[CH:21]=[C:20]([CH3:35])[CH:19]=3)=[CH:16][N:17]=2)[CH2:10][CH2:9][CH2:8][C:3](=[O:4])[C:2]1([CH3:36])[CH3:1].